This data is from Reaction yield outcomes from USPTO patents with 853,638 reactions. The task is: Predict the reaction yield, written as a fraction of the theoretical maximum amount of product (1.0 means a 100% yield; for example, 0.34 means a 34% yield). The reactants are OS(O)(=O)=O.[Br:6][C:7]1[CH:8]=[N:9][CH:10]=[C:11]([CH:15]=1)[C:12]([OH:14])=[O:13].[CH3:16]O. No catalyst specified. The product is [Br:6][C:7]1[CH:8]=[N:9][CH:10]=[C:11]([CH:15]=1)[C:12]([O:14][CH3:16])=[O:13]. The yield is 0.710.